Dataset: Reaction yield outcomes from USPTO patents with 853,638 reactions. Task: Predict the reaction yield, written as a fraction of the theoretical maximum amount of product (1.0 means a 100% yield; for example, 0.34 means a 34% yield). (1) The reactants are [CH:1]1([CH:6]([C:10]2[CH:15]=[CH:14][CH:13]=[CH:12][CH:11]=2)C(O)=O)[CH2:5][CH2:4][CH2:3][CH2:2]1.[I:16][C:17]1[C:25]2[C:20](=[CH:21][CH:22]=[C:23](N)[CH:24]=2)[NH:19][N:18]=1.C[N:28]([C:30]([O:34]N1N=NC2C=CC=CC1=2)=[N+](C)C)C.[B-](F)(F)(F)F.CCN(C(C)C)C(C)C. The catalyst is CN(C=O)C. The product is [CH:1]1([CH:6]([C:10]2[CH:11]=[CH:12][CH:13]=[CH:14][CH:15]=2)[NH:28][C:30]([C:23]2[CH:24]=[C:25]3[C:20](=[CH:21][CH:22]=2)[NH:19][N:18]=[C:17]3[I:16])=[O:34])[CH2:2][CH2:3][CH2:4][CH2:5]1. The yield is 0.190. (2) The yield is 0.0990. The catalyst is CCO. The product is [Br:1][C:2]1[CH:7]=[CH:6][N:5]=[C:4]([N:13]2[CH2:14][CH2:15][N:10]([CH3:9])[CH2:11][CH2:12]2)[CH:3]=1. The reactants are [Br:1][C:2]1[CH:7]=[CH:6][N:5]=[C:4](Cl)[CH:3]=1.[CH3:9][N:10]1[CH2:15][CH2:14][NH:13][CH2:12][CH2:11]1.CCN(CC)CC. (3) The reactants are [Cl:1][C:2]1[CH:7]=[CH:6][C:5]([C:8]2([C:12]([N:14]3[CH2:19][CH2:18][CH2:17][CH:16]([CH2:20]OS(C)(=O)=O)[CH2:15]3)=[O:13])[CH2:11][CH2:10][CH2:9]2)=[CH:4][CH:3]=1.[Cl:26][C:27]1[CH:32]=[CH:31][CH:30]=[CH:29][C:28]=1[N:33]1[CH2:38][CH2:37][NH:36][CH2:35][CH2:34]1.C(=O)([O-])[O-].[Cs+].[Cs+]. No catalyst specified. The product is [Cl:1][C:2]1[CH:7]=[CH:6][C:5]([C:8]2([C:12]([N:14]3[CH2:19][CH2:18][CH2:17][CH:16]([CH2:20][N:36]4[CH2:35][CH2:34][N:33]([C:28]5[CH:29]=[CH:30][CH:31]=[CH:32][C:27]=5[Cl:26])[CH2:38][CH2:37]4)[CH2:15]3)=[O:13])[CH2:11][CH2:10][CH2:9]2)=[CH:4][CH:3]=1. The yield is 0.420. (4) The product is [NH2:1][C:2]1[C:3]2[CH:14]=[CH:13][CH:12]=[CH:11][C:4]=2[S:5][CH:6]=1. The yield is 0.830. The reactants are [NH2:1][C:2]1[C:3]2[CH:14]=[CH:13][CH:12]=[CH:11][C:4]=2[S:5][C:6]=1C(OC)=O.N1CCNCC1. The catalyst is CN1CCCC1=O. (5) The reactants are [Cl:1][C:2]1[S:6][C:5]([C:7]([OH:9])=O)=[CH:4][C:3]=1[C:10]1[N:14]([CH3:15])[N:13]=[CH:12][CH:11]=1.C(N(CC)C(C)C)(C)C.[NH2:25][C@@H:26]([CH2:39][CH:40]1[CH2:45][CH2:44][CH2:43][CH2:42][CH2:41]1)[CH2:27][N:28]1[C:36](=[O:37])[C:35]2[C:30](=[CH:31][CH:32]=[CH:33][CH:34]=2)[C:29]1=[O:38].CC(OC(N[C@H](C(O)=O)CC1C=CC=CC=1C(F)(F)F)=O)(C)C.F[P-](F)(F)(F)(F)F.Br[P+](N1CCCC1)(N1CCCC1)N1CCCC1. The product is [Cl:1][C:2]1[S:6][C:5]([C:7]([NH:25][C@H:26]([CH2:27][N:28]2[C:36](=[O:37])[C:35]3[C:30](=[CH:31][CH:32]=[CH:33][CH:34]=3)[C:29]2=[O:38])[CH2:39][CH:40]2[CH2:45][CH2:44][CH2:43][CH2:42][CH2:41]2)=[O:9])=[CH:4][C:3]=1[C:10]1[N:14]([CH3:15])[N:13]=[CH:12][CH:11]=1. The yield is 0.530. The catalyst is C(Cl)Cl. (6) The yield is 0.840. The product is [O:3]1[CH2:8][CH2:7][N:6]([CH2:9][CH2:10][O:11]/[N:12]=[C:19](/[C@@H:21]2[C@:25]3([CH3:40])[C@H:24]([C@H:29]4[C@H:28]([CH2:27][CH2:26]3)[C@:33]3([CH3:39])[C:32]([CH2:37][C@@H:36]([OH:38])[CH2:35][CH2:34]3)=[CH:31][CH2:30]4)[CH2:23][CH2:22]2)\[CH3:18])[CH2:5][CH2:4]1. The catalyst is O. The reactants are Cl.Cl.[O:3]1[CH2:8][CH2:7][N:6]([CH2:9][CH2:10][O:11][NH2:12])[CH2:5][CH2:4]1.C([O-])(=O)C.[Na+].[CH3:18][C:19]([C@@H:21]1[C@@:25]2([CH3:40])[CH2:26][CH2:27][C@@H:28]3[C@@:33]4([CH3:39])[CH2:34][CH2:35][C@H:36]([OH:38])[CH2:37][C:32]4=[CH:31][CH2:30][C@H:29]3[C@@H:24]2[CH2:23][CH2:22]1)=O.CO. (7) The reactants are Cl[C:2]1[CH:17]=[CH:16][C:5]2[NH:6][C:7](=[O:15])[C:8]3[CH:14]=[CH:13][CH:12]=[CH:11][C:9]=3[NH:10][C:4]=2[CH:3]=1.C([O-])=O.[Na+]. The catalyst is O. The product is [CH:14]1[C:8]2[C:7](=[O:15])[NH:6][C:5]3[CH:16]=[CH:17][CH:2]=[CH:3][C:4]=3[NH:10][C:9]=2[CH:11]=[CH:12][CH:13]=1. The yield is 0.780.